Dataset: Full USPTO retrosynthesis dataset with 1.9M reactions from patents (1976-2016). Task: Predict the reactants needed to synthesize the given product. (1) Given the product [OH:8][CH2:9][C:10]1[CH:11]=[C:12]([NH:16][C:17]2[N:25]=[C:24]3[C:20]([NH:21][C:22](=[O:34])[N:23]3[C:26]3[CH:31]=[CH:30][CH:29]=[CH:28][C:27]=3[O:32][CH3:33])=[C:19]([C:35]([NH2:37])=[O:36])[N:18]=2)[CH:13]=[CH:14][CH:15]=1, predict the reactants needed to synthesize it. The reactants are: [Si]([O:8][CH2:9][C:10]1[CH:11]=[C:12]([NH:16][C:17]2[N:25]=[C:24]3[C:20]([NH:21][C:22](=[O:34])[N:23]3[C:26]3[CH:31]=[CH:30][CH:29]=[CH:28][C:27]=3[O:32][CH3:33])=[C:19]([C:35]([NH2:37])=[O:36])[N:18]=2)[CH:13]=[CH:14][CH:15]=1)(C(C)(C)C)(C)C.[Si](OCC1C=C(NC2N=C3C(NC(=O)N3C3C=CC=CC=3OC)=C(C(OCC)=O)N=2)C=CC=1)(C(C)(C)C)(C)C. (2) Given the product [CH3:1][O:2][C:3]([NH:5][C@@H:6]([CH:52]([CH3:54])[CH3:53])[C:7]([N:9]1[C@H:14]([C:15]2[NH:19][C:18]3[C:20]4[C:25]([CH:26]=[CH:27][C:17]=3[N:16]=2)=[CH:24][C:23]([C:28]2[CH:29]=[CH:30][C:31]([C:34]3[NH:38][C:37]([C@@H:39]5[CH2:43][CH2:42][CH2:41][N:40]5[C:62](=[O:64])[C@@H:61]([NH:60][C:58](=[O:59])[O:57][CH3:56])[CH:65]5[CH2:70][CH2:69][O:68][CH2:67][CH2:66]5)=[N:36][CH:35]=3)=[CH:32][CH:33]=2)=[CH:22][CH:21]=4)[C@@H:13]2[CH2:51][C@H:10]1[CH2:11][CH2:12]2)=[O:8])=[O:4], predict the reactants needed to synthesize it. The reactants are: [CH3:1][O:2][C:3]([NH:5][C@@H:6]([CH:52]([CH3:54])[CH3:53])[C:7]([N:9]1[C@H:14]([C:15]2[NH:19][C:18]3[C:20]4[C:25]([CH:26]=[CH:27][C:17]=3[N:16]=2)=[CH:24][C:23]([C:28]2[CH:33]=[CH:32][C:31]([C:34]3[NH:38][C:37]([C@@H:39]5[CH2:43][CH2:42][CH2:41][N:40]5C(OC(C)(C)C)=O)=[N:36][CH:35]=3)=[CH:30][CH:29]=2)=[CH:22][CH:21]=4)[C@@H:13]2[CH2:51][C@H:10]1[CH2:11][CH2:12]2)=[O:8])=[O:4].Cl.[CH3:56][O:57][C:58]([NH:60][C@@H:61]([CH:65]1[CH2:70][CH2:69][O:68][CH2:67][CH2:66]1)[C:62]([OH:64])=O)=[O:59].CN(C(ON1N=NC2C=CC=NC1=2)=[N+](C)C)C.F[P-](F)(F)(F)(F)F.CCN(C(C)C)C(C)C.